Dataset: NCI-60 drug combinations with 297,098 pairs across 59 cell lines. Task: Regression. Given two drug SMILES strings and cell line genomic features, predict the synergy score measuring deviation from expected non-interaction effect. (1) Drug 1: CC1=C(C=C(C=C1)NC2=NC=CC(=N2)N(C)C3=CC4=NN(C(=C4C=C3)C)C)S(=O)(=O)N.Cl. Drug 2: C1CN(P(=O)(OC1)NCCCl)CCCl. Cell line: A549. Synergy scores: CSS=-5.58, Synergy_ZIP=-0.142, Synergy_Bliss=-5.17, Synergy_Loewe=-5.98, Synergy_HSA=-5.74. (2) Drug 1: C1=NC2=C(N=C(N=C2N1C3C(C(C(O3)CO)O)F)Cl)N. Drug 2: CC12CCC3C(C1CCC2OP(=O)(O)O)CCC4=C3C=CC(=C4)OC(=O)N(CCCl)CCCl.[Na+]. Cell line: HOP-92. Synergy scores: CSS=1.47, Synergy_ZIP=2.19, Synergy_Bliss=7.98, Synergy_Loewe=1.17, Synergy_HSA=2.76. (3) Drug 1: CCCS(=O)(=O)NC1=C(C(=C(C=C1)F)C(=O)C2=CNC3=C2C=C(C=N3)C4=CC=C(C=C4)Cl)F. Drug 2: C1=CC(=CC=C1CC(C(=O)O)N)N(CCCl)CCCl.Cl. Cell line: HOP-92. Synergy scores: CSS=17.7, Synergy_ZIP=3.93, Synergy_Bliss=5.59, Synergy_Loewe=1.14, Synergy_HSA=4.11. (4) Drug 1: C1=C(C(=O)NC(=O)N1)F. Drug 2: CC1C(C(CC(O1)OC2CC(CC3=C2C(=C4C(=C3O)C(=O)C5=CC=CC=C5C4=O)O)(C(=O)C)O)N)O. Cell line: CAKI-1. Synergy scores: CSS=55.0, Synergy_ZIP=4.71, Synergy_Bliss=4.64, Synergy_Loewe=5.78, Synergy_HSA=11.6.